Dataset: Peptide-MHC class I binding affinity with 185,985 pairs from IEDB/IMGT. Task: Regression. Given a peptide amino acid sequence and an MHC pseudo amino acid sequence, predict their binding affinity value. This is MHC class I binding data. (1) The peptide sequence is ISFKSINKVY. The MHC is HLA-A68:01 with pseudo-sequence HLA-A68:01. The binding affinity (normalized) is 0.187. (2) The peptide sequence is NLVIGFLFL. The MHC is HLA-A02:06 with pseudo-sequence HLA-A02:06. The binding affinity (normalized) is 0.461. (3) The peptide sequence is APRARTAAF. The MHC is HLA-A26:01 with pseudo-sequence HLA-A26:01. The binding affinity (normalized) is 0.314. (4) The peptide sequence is EVREFLGSY. The MHC is HLA-A02:19 with pseudo-sequence HLA-A02:19. The binding affinity (normalized) is 0.0847. (5) The peptide sequence is SLVTSFLLM. The MHC is HLA-A02:03 with pseudo-sequence HLA-A02:03. The binding affinity (normalized) is 0.639. (6) The peptide sequence is PDCKLVLKGL. The MHC is Mamu-A11 with pseudo-sequence Mamu-A11. The binding affinity (normalized) is 0.0736. (7) The peptide sequence is MSPSYVKYRL. The MHC is Mamu-A01 with pseudo-sequence Mamu-A01. The binding affinity (normalized) is 0.735.